From a dataset of Catalyst prediction with 721,799 reactions and 888 catalyst types from USPTO. Predict which catalyst facilitates the given reaction. (1) Reactant: [Br:1][C:2]1[CH:7]=[CH:6][C:5]([C:8]([F:11])([F:10])[F:9])=[CH:4][C:3]=1I.[N:13]1[CH:18]=[CH:17][C:16](B(O)O)=[CH:15][CH:14]=1.C(=O)([O-])[O-].[K+].[K+]. Product: [Br:1][C:2]1[CH:7]=[CH:6][C:5]([C:8]([F:11])([F:10])[F:9])=[CH:4][C:3]=1[C:16]1[CH:17]=[CH:18][N:13]=[CH:14][CH:15]=1. The catalyst class is: 38. (2) Reactant: [CH:1]([C:3]1[CH:8]=[CH:7][C:6]([N:9]2[CH2:14][CH2:13][CH:12]([CH:15]3[CH2:20][CH2:19][N:18]([C:21]([O:23][C:24]([CH3:27])([CH3:26])[CH3:25])=[O:22])[CH2:17][CH2:16]3)[CH2:11][CH2:10]2)=[CH:5][CH:4]=1)=[O:2].[BH4-].[Na+]. Product: [OH:2][CH2:1][C:3]1[CH:8]=[CH:7][C:6]([N:9]2[CH2:10][CH2:11][CH:12]([CH:15]3[CH2:16][CH2:17][N:18]([C:21]([O:23][C:24]([CH3:27])([CH3:26])[CH3:25])=[O:22])[CH2:19][CH2:20]3)[CH2:13][CH2:14]2)=[CH:5][CH:4]=1. The catalyst class is: 14. (3) Reactant: [N:1]([C:4]1[CH:20]=[CH:19][C:7]([C:8]([NH:10][CH2:11][CH2:12][N:13]2[CH2:18][CH2:17][O:16][CH2:15][CH2:14]2)=[O:9])=[CH:6][CH:5]=1)=[N+:2]=[N-:3].O=[C:22]([CH2:29][CH2:30][CH3:31])[CH2:23][C:24]([O:26]CC)=[O:25].[O-]CC.[Na+:35]. Product: [N:13]1([CH2:12][CH2:11][NH:10][C:8]([C:7]2[CH:6]=[CH:5][C:4]([N:1]3[C:22]([CH2:29][CH2:30][CH3:31])=[C:23]([C:24]([O-:26])=[O:25])[N:3]=[N:2]3)=[CH:20][CH:19]=2)=[O:9])[CH2:14][CH2:15][O:16][CH2:17][CH2:18]1.[Na+:35]. The catalyst class is: 162. (4) Reactant: [Si:1]([O:18][CH2:19][C@@H:20]1[CH2:22][C@H:21]1[CH2:23][OH:24])([C:14]([CH3:17])([CH3:16])[CH3:15])([C:8]1[CH:13]=[CH:12][CH:11]=[CH:10][CH:9]=1)[C:2]1[CH:7]=[CH:6][CH:5]=[CH:4][CH:3]=1.[CH3:25][S:26](Cl)(=[O:28])=[O:27].C1COCC1. Product: [CH3:25][S:26]([O:24][CH2:23][C@@H:21]1[CH2:22][C@H:20]1[CH2:19][O:18][Si:1]([C:14]([CH3:17])([CH3:16])[CH3:15])([C:8]1[CH:9]=[CH:10][CH:11]=[CH:12][CH:13]=1)[C:2]1[CH:3]=[CH:4][CH:5]=[CH:6][CH:7]=1)(=[O:28])=[O:27]. The catalyst class is: 6. (5) Reactant: Br[CH2:2][CH2:3][CH2:4][CH2:5][CH2:6][C:7]#[N:8].[Cl:9][C:10]1[CH:15]=[CH:14][C:13]([OH:16])=[CH:12][CH:11]=1.C([O-])([O-])=O.[K+].[K+]. Product: [Cl:9][C:10]1[CH:15]=[CH:14][C:13]([O:16][CH2:2][CH2:3][CH2:4][CH2:5][CH2:6][C:7]#[N:8])=[CH:12][CH:11]=1. The catalyst class is: 3. (6) Reactant: [CH2:1]([NH2:4])[C:2]#[CH:3].[C:5]([O:9][C:10](O[C:10]([O:9][C:5]([CH3:8])([CH3:7])[CH3:6])=[O:11])=[O:11])([CH3:8])([CH3:7])[CH3:6]. Product: [C:5]([O:9][C:10]([C:3]#[C:2][CH2:1][NH2:4])=[O:11])([CH3:8])([CH3:7])[CH3:6]. The catalyst class is: 4. (7) Reactant: [CH3:1][O:2][CH2:3][CH2:4][CH2:5][O:6][C:7]1[CH:8]=[C:9]([CH:12]=[CH:13][C:14]=1[O:15][Si:16]([CH:23]([CH3:25])[CH3:24])([CH:20]([CH3:22])[CH3:21])[CH:17]([CH3:19])[CH3:18])[CH:10]=[O:11].[CH3:26][Mg]Cl.[Cl-].[NH4+]. Product: [CH3:1][O:2][CH2:3][CH2:4][CH2:5][O:6][C:7]1[CH:8]=[C:9]([CH:10]([OH:11])[CH3:26])[CH:12]=[CH:13][C:14]=1[O:15][Si:16]([CH:23]([CH3:25])[CH3:24])([CH:20]([CH3:22])[CH3:21])[CH:17]([CH3:18])[CH3:19]. The catalyst class is: 7. (8) Reactant: [NH2:1][C@H:2]1[CH2:6][CH2:5][N:4]([C:7]2[CH:16]=[CH:15][C:14]3[C:9](=[CH:10][CH:11]=[C:12]([Cl:27])[C:13]=3[NH:17][C:18](=[O:26])[CH2:19][CH:20]3[CH2:25][CH2:24][CH2:23][CH2:22][CH2:21]3)[N:8]=2)[CH2:3]1.O=[CH:29][C:30]([O:32][CH2:33][CH3:34])=[O:31].C(O[BH-](OC(=O)C)OC(=O)C)(=O)C.[Na+].[OH-].[Na+]. Product: [Cl:27][C:12]1[C:13]([NH:17][C:18](=[O:26])[CH2:19][CH:20]2[CH2:25][CH2:24][CH2:23][CH2:22][CH2:21]2)=[C:14]2[C:9](=[CH:10][CH:11]=1)[N:8]=[C:7]([N:4]1[CH2:5][CH2:6][C@H:2]([NH:1][CH2:29][C:30]([O:32][CH2:33][CH3:34])=[O:31])[CH2:3]1)[CH:16]=[CH:15]2. The catalyst class is: 4. (9) Reactant: [C:1]([O:5][C:6]([N:8]1[CH2:18][CH2:17][C:11]2([CH2:15][NH:14][C:13](=O)[CH2:12]2)[CH2:10][CH2:9]1)=[O:7])([CH3:4])([CH3:3])[CH3:2].B.C1COCC1. Product: [C:1]([O:5][C:6]([N:8]1[CH2:9][CH2:10][C:11]2([CH2:15][NH:14][CH2:13][CH2:12]2)[CH2:17][CH2:18]1)=[O:7])([CH3:4])([CH3:2])[CH3:3]. The catalyst class is: 1.